The task is: Regression. Given a peptide amino acid sequence and an MHC pseudo amino acid sequence, predict their binding affinity value. This is MHC class I binding data.. This data is from Peptide-MHC class I binding affinity with 185,985 pairs from IEDB/IMGT. (1) The peptide sequence is VSSKKCTAL. The MHC is HLA-A31:01 with pseudo-sequence HLA-A31:01. The binding affinity (normalized) is 0.0847. (2) The peptide sequence is KIEELFYSY. The MHC is HLA-A24:02 with pseudo-sequence HLA-A24:02. The binding affinity (normalized) is 0.0817. (3) The binding affinity (normalized) is 0.0847. The MHC is HLA-A02:01 with pseudo-sequence HLA-A02:01. The peptide sequence is RSSPRETMK. (4) The peptide sequence is RHVKPTGSAVVGLSM. The binding affinity (normalized) is 0. The MHC is HLA-B45:01 with pseudo-sequence HLA-B45:01. (5) The peptide sequence is DVDIYDAVRA. The MHC is HLA-A02:01 with pseudo-sequence HLA-A02:01. The binding affinity (normalized) is 0. (6) The peptide sequence is SELSPLLL. The MHC is Mamu-A11 with pseudo-sequence Mamu-A11. The binding affinity (normalized) is 0.408. (7) The peptide sequence is SHGPFFNAL. The MHC is HLA-B39:01 with pseudo-sequence YYSEYRNICTNTDESNLYLRYNFYTWAVLTYTWY. The binding affinity (normalized) is 1.00. (8) The peptide sequence is KLNWASQIY. The MHC is Patr-B0101 with pseudo-sequence Patr-B0101. The binding affinity (normalized) is 0.0213. (9) The peptide sequence is QELGHEDLMA. The MHC is HLA-B44:03 with pseudo-sequence HLA-B44:03. The binding affinity (normalized) is 0.283.